From a dataset of Full USPTO retrosynthesis dataset with 1.9M reactions from patents (1976-2016). Predict the reactants needed to synthesize the given product. (1) Given the product [Cl:1][C:2]1[CH:9]=[C:8]([N:10]([CH2:16][C:17]2[CH:22]=[CH:21][CH:20]=[CH:19][C:18]=2[Cl:23])[C@H:11]2[CH2:15][CH2:14][N:13]([S:34]([C:31]3[CH:32]=[CH:33][C:28]([NH:27][C:24](=[O:26])[CH3:25])=[CH:29][C:30]=3[CH3:38])(=[O:36])=[O:35])[CH2:12]2)[CH:7]=[CH:6][C:3]=1[C:4]#[N:5], predict the reactants needed to synthesize it. The reactants are: [Cl:1][C:2]1[CH:9]=[C:8]([N:10]([CH2:16][C:17]2[CH:22]=[CH:21][CH:20]=[CH:19][C:18]=2[Cl:23])[C@H:11]2[CH2:15][CH2:14][NH:13][CH2:12]2)[CH:7]=[CH:6][C:3]=1[C:4]#[N:5].[C:24]([NH:27][C:28]1[CH:33]=[CH:32][C:31]([S:34](Cl)(=[O:36])=[O:35])=[C:30]([CH3:38])[CH:29]=1)(=[O:26])[CH3:25]. (2) Given the product [OH:3][C:1]([C:4]1[CH:5]=[CH:6][C:7]([O:8][C@@H:9]2[CH2:14][CH2:13][C@H:12]([N:15]3[C:20](=[O:21])[C:19]([CH2:22][C:23]4[CH:28]=[CH:27][C:26]([C:29]5[C:30]([C:35]#[N:36])=[CH:31][CH:32]=[CH:33][CH:34]=5)=[CH:25][CH:24]=4)=[C:18]([CH2:37][CH2:38][CH3:39])[N:17]4[N:40]=[CH:41][N:42]=[C:16]34)[CH2:11][CH2:10]2)=[CH:43][CH:44]=1)([CH3:45])[CH3:2], predict the reactants needed to synthesize it. The reactants are: [C:1]([C:4]1[CH:44]=[CH:43][C:7]([O:8][C@@H:9]2[CH2:14][CH2:13][C@H:12]([N:15]3[C:20](=[O:21])[C:19]([CH2:22][C:23]4[CH:28]=[CH:27][C:26]([C:29]5[C:30]([C:35]#[N:36])=[CH:31][CH:32]=[CH:33][CH:34]=5)=[CH:25][CH:24]=4)=[C:18]([CH2:37][CH2:38][CH3:39])[N:17]4[N:40]=[CH:41][N:42]=[C:16]34)[CH2:11][CH2:10]2)=[CH:6][CH:5]=1)(=[O:3])[CH3:2].[CH3:45][Mg]Br.Cl. (3) The reactants are: [N:1](/[C:4](=[CH:9]\[C:10]1[Se:11][CH:12]=[CH:13][CH:14]=1)/[C:5]([O:7][CH3:8])=[O:6])=[N+]=[N-]. Given the product [Se:11]1[C:10]2[CH:9]=[C:4]([C:5]([O:7][CH3:8])=[O:6])[NH:1][C:14]=2[CH:13]=[CH:12]1, predict the reactants needed to synthesize it. (4) Given the product [Cl:11][C:4]1[N:3]=[C:2]([NH:19][CH2:20][CH2:21][NH:22][C:23]2[N:28]=[C:27]([NH2:29])[C:26]([N+:30]([O-:32])=[O:31])=[CH:25][CH:24]=2)[N:7]2[CH:8]=[CH:9][N:10]=[C:6]2[CH:5]=1, predict the reactants needed to synthesize it. The reactants are: Cl[C:2]1[N:7]2[CH:8]=[CH:9][N:10]=[C:6]2[CH:5]=[C:4]([Cl:11])[N:3]=1.FC(F)(F)C(O)=O.[NH2:19][CH2:20][CH2:21][NH:22][C:23]1[N:28]=[C:27]([NH2:29])[C:26]([N+:30]([O-:32])=[O:31])=[CH:25][CH:24]=1.CCN(C(C)C)C(C)C.O. (5) Given the product [C:22]([NH:1][C:2]1[CH:3]=[CH:4][C:5]([CH3:15])=[C:6]([NH:8][C:9](=[O:14])[C:10]([F:11])([F:12])[F:13])[CH:7]=1)(=[O:24])[CH3:23], predict the reactants needed to synthesize it. The reactants are: [NH2:1][C:2]1[CH:3]=[CH:4][C:5]([CH3:15])=[C:6]([NH:8][C:9](=[O:14])[C:10]([F:13])([F:12])[F:11])[CH:7]=1.N1C=CC=CC=1.[C:22](Cl)(=[O:24])[CH3:23].Cl. (6) Given the product [CH3:8][O:9][C:10]1[N:11]=[C:12]([NH:28][C:29]2[CH:30]=[CH:31][C:32]3[CH2:33][N:34]([CH3:46])[CH2:35][C@@H:36]([C:40]4[CH:45]=[CH:44][CH:43]=[CH:42][CH:41]=4)[O:37][C:38]=3[N:39]=2)[CH:13]=[CH:14][C:15]=1[C:16]1[CH:20]=[N:19][NH:18][CH:17]=1, predict the reactants needed to synthesize it. The reactants are: C(O)(C(F)(F)F)=O.[CH3:8][O:9][C:10]1[C:15]([C:16]2[CH:17]=[N:18][N:19](C(OC(C)(C)C)=O)[CH:20]=2)=[CH:14][CH:13]=[C:12]([NH:28][C:29]2[CH:30]=[CH:31][C:32]3[CH2:33][N:34]([CH3:46])[CH2:35][C@@H:36]([C:40]4[CH:45]=[CH:44][CH:43]=[CH:42][CH:41]=4)[O:37][C:38]=3[N:39]=2)[N:11]=1.C([O-])(O)=O.[Na+]. (7) Given the product [CH2:1]([O:3][P:4]([CH2:9][C:10]1[CH:15]=[CH:14][C:13]([NH:16][C:17]2[N:22]=[C:21]([NH:28][C:29]3[CH:38]=[CH:37][CH:36]=[C:35]4[C:30]=3[C:31](=[O:40])[C:32]([CH3:39])=[CH:33][NH:34]4)[C:20]([C:24]([F:27])([F:26])[F:25])=[CH:19][N:18]=2)=[CH:12][CH:11]=1)(=[O:8])[O:5][CH2:6][CH3:7])[CH3:2], predict the reactants needed to synthesize it. The reactants are: [CH2:1]([O:3][P:4]([CH2:9][C:10]1[CH:15]=[CH:14][C:13]([NH:16][C:17]2[N:22]=[C:21](Cl)[C:20]([C:24]([F:27])([F:26])[F:25])=[CH:19][N:18]=2)=[CH:12][CH:11]=1)(=[O:8])[O:5][CH2:6][CH3:7])[CH3:2].[NH2:28][C:29]1[CH:38]=[CH:37][CH:36]=[C:35]2[C:30]=1[C:31](=[O:40])[C:32]([CH3:39])=[CH:33][NH:34]2. (8) Given the product [Cl:9][C:10]1[S:14][C:13]([C:15](=[O:45])[CH2:16][N:17]2[C:22](=[O:23])[C:21]3[CH:24]=[C:25]([CH2:27][CH3:28])[S:26][C:20]=3[N:19]([CH2:29][C:30]3[CH:35]=[CH:34][C:33]([C:36]4[CH:41]=[CH:40][CH:39]=[CH:38][C:37]=4[C:42]4[NH:46][C:4](=[O:7])[O:5][N:43]=4)=[CH:32][CH:31]=3)[C:18]2=[O:44])=[CH:12][CH:11]=1, predict the reactants needed to synthesize it. The reactants are: [Cl-].O[NH3+].[C:4](=[O:7])([O-])[OH:5].[Na+].[Cl:9][C:10]1[S:14][C:13]([C:15](=[O:45])[CH2:16][N:17]2[C:22](=[O:23])[C:21]3[CH:24]=[C:25]([CH2:27][CH3:28])[S:26][C:20]=3[N:19]([CH2:29][C:30]3[CH:35]=[CH:34][C:33]([C:36]4[C:37]([C:42]#[N:43])=[CH:38][CH:39]=[CH:40][CH:41]=4)=[CH:32][CH:31]=3)[C:18]2=[O:44])=[CH:12][CH:11]=1.[N:46]12CCCN=C1CCCCC2. (9) The reactants are: [C:1]1([CH:7]=[CH:8][C:9](=[O:21])[CH2:10][C:11](=[O:20])[CH:12]=[CH:13][C:14]2[CH:19]=[CH:18][CH:17]=[CH:16][CH:15]=2)[CH:6]=[CH:5][CH:4]=[CH:3][CH:2]=1.[OH-].[Na+].O.[CH2:25](Br)[C:26]1[CH:31]=[CH:30][CH:29]=[CH:28][CH:27]=1. Given the product [CH2:25]([C:10]([CH2:7][C:1]1[CH:6]=[CH:5][CH:4]=[CH:3][CH:2]=1)([C:11](=[O:20])[CH:12]=[CH:13][C:14]1[CH:15]=[CH:16][CH:17]=[CH:18][CH:19]=1)[C:9](=[O:21])[CH:8]=[CH:7][C:1]1[CH:2]=[CH:3][CH:4]=[CH:5][CH:6]=1)[C:26]1[CH:31]=[CH:30][CH:29]=[CH:28][CH:27]=1, predict the reactants needed to synthesize it. (10) Given the product [Br:19][C:13]1[CH:12]=[CH:11][C:10]2[N:9]=[C:8]([NH2:17])[C:7]3[N:6]=[CH:5][N:4]([CH2:3][CH:2]([CH3:18])[CH3:1])[C:16]=3[C:15]=2[CH:14]=1, predict the reactants needed to synthesize it. The reactants are: [CH3:1][CH:2]([CH3:18])[CH2:3][N:4]1[C:16]2[C:15]3[CH:14]=[CH:13][CH:12]=[CH:11][C:10]=3[N:9]=[C:8]([NH2:17])[C:7]=2[N:6]=[CH:5]1.[Br:19]N1C(=O)CCC1=O.